This data is from Forward reaction prediction with 1.9M reactions from USPTO patents (1976-2016). The task is: Predict the product of the given reaction. (1) The product is: [OH:8][N:9]1[C:14]2[N:15]=[CH:16][N:17]=[C:18]([CH3:19])[C:13]=2[C:12]([NH:20][CH2:21][C:22]2[CH:27]=[CH:26][C:25]([CH:28]([CH3:29])[CH3:30])=[CH:24][CH:23]=2)=[CH:11][C:10]1=[O:31]. Given the reactants C([O:8][N:9]1[C:14]2[N:15]=[CH:16][N:17]=[C:18]([CH3:19])[C:13]=2[C:12]([NH:20][CH2:21][C:22]2[CH:27]=[CH:26][C:25]([CH:28]([CH3:30])[CH3:29])=[CH:24][CH:23]=2)=[CH:11][C:10]1=[O:31])C1C=CC=CC=1.[H][H], predict the reaction product. (2) Given the reactants [C:1]([C:3]1([C:16]2[CH:21]=[C:20](I)[CH:19]=[CH:18][N:17]=2)[CH2:8][CH2:7][N:6]([C:9]([O:11][C:12]([CH3:15])([CH3:14])[CH3:13])=[O:10])[CH2:5][CH2:4]1)#[N:2].B1(B2OC(C)(C)C(C)(C)O2)OC(C)(C)C(C)(C)O1.C([O-])(=O)C.[K+].ClCCl.Br[C:50]1[N:51]=[C:52]([C:71]#[C:72][Si](C)(C)C)[C:53]([N:56]([C:64]([O:66][C:67]([CH3:70])([CH3:69])[CH3:68])=[O:65])[C:57](=[O:63])[O:58][C:59]([CH3:62])([CH3:61])[CH3:60])=[N:54][CH:55]=1.C(=O)([O-])[O-].[Na+].[Na+], predict the reaction product. The product is: [C:59]([O:58][C:57]([N:56]([C:64]([O:66][C:67]([CH3:70])([CH3:69])[CH3:68])=[O:65])[C:53]1[N:54]=[CH:55][C:50]([C:20]2[CH:19]=[CH:18][N:17]=[C:16]([C:3]3([C:1]#[N:2])[CH2:8][CH2:7][N:6]([C:9]([O:11][C:12]([CH3:15])([CH3:14])[CH3:13])=[O:10])[CH2:5][CH2:4]3)[CH:21]=2)=[N:51][C:52]=1[C:71]#[CH:72])=[O:63])([CH3:62])([CH3:61])[CH3:60]. (3) Given the reactants C(OC([N:8]1[CH2:17][CH2:16][C:15]2[C:10](=[CH:11][CH:12]=[C:13]([NH:18][C:19]([O:21][CH2:22][C:23]3[CH:28]=[C:27]([Cl:29])[CH:26]=[C:25]([Cl:30])[CH:24]=3)=[O:20])[CH:14]=2)[CH2:9]1)=O)(C)(C)C.Cl, predict the reaction product. The product is: [Cl:29][C:27]1[CH:28]=[C:23]([CH:24]=[C:25]([Cl:30])[CH:26]=1)[CH2:22][O:21][C:19](=[O:20])[NH:18][C:13]1[CH:14]=[C:15]2[C:10](=[CH:11][CH:12]=1)[CH2:9][NH:8][CH2:17][CH2:16]2.